The task is: Predict the product of the given reaction.. This data is from Forward reaction prediction with 1.9M reactions from USPTO patents (1976-2016). (1) Given the reactants CS(O[CH2:6][C@@H:7]([NH:10][C:11]([O:13][C:14]([CH3:17])([CH3:16])[CH3:15])=[O:12])[CH2:8][CH3:9])(=O)=O.[N-:18]=[N+:19]=[N-:20].[Na+].O, predict the reaction product. The product is: [C:14]([O:13][C:11](=[O:12])[NH:10][C@@H:7]([CH2:8][CH3:9])[CH2:6][N:18]=[N+:19]=[N-:20])([CH3:17])([CH3:16])[CH3:15]. (2) Given the reactants [C:1]([C:3]1[CH:4]=[C:5]([CH:10]=[CH:11][C:12]=1[OH:13])[C:6]([O:8][CH3:9])=[O:7])#[N:2].[BH4-].[Na+].[CH2:16]1[CH2:20]OC[CH2:17]1, predict the reaction product. The product is: [C:1]([C:3]1[CH:4]=[C:5]([CH:10]=[CH:11][C:12]=1[O:13][CH:16]([CH3:20])[CH3:17])[C:6]([O:8][CH3:9])=[O:7])#[N:2]. (3) Given the reactants [CH3:1][O:2][C:3]1[CH:8]=[CH:7][C:6]([N+:9]([O-:11])=[O:10])=[C:5]([N+:12]([O-])=O)[C:4]=1[CH3:15].[N-:16]=[N+:17]=[N-].[Na+], predict the reaction product. The product is: [N:12]([C:5]1[C:4]([CH3:15])=[C:3]([O:2][CH3:1])[CH:8]=[CH:7][C:6]=1[N+:9]([O-:11])=[O:10])=[N+:16]=[N-:17]. (4) Given the reactants Br[C:2]1[S:6][C:5]([C:7]2[CH:12]=[CH:11][N:10]=[C:9]([NH:13][CH:14]3[CH2:19][C:18]([CH3:21])([CH3:20])[NH:17][C:16]([CH3:23])([CH3:22])[CH2:15]3)[N:8]=2)=[CH:4][CH:3]=1.CC([O-])(C)C.[Na+].[CH2:30]([O:32][C:33]([N:35]1[CH2:40][CH2:39][NH:38][CH2:37][CH2:36]1)=[O:34])[CH3:31], predict the reaction product. The product is: [CH2:30]([O:32][C:33]([N:35]1[CH2:36][CH2:37][N:38]([C:2]2[S:6][C:5]([C:7]3[CH:12]=[CH:11][N:10]=[C:9]([NH:13][CH:14]4[CH2:19][C:18]([CH3:21])([CH3:20])[NH:17][C:16]([CH3:23])([CH3:22])[CH2:15]4)[N:8]=3)=[CH:4][CH:3]=2)[CH2:39][CH2:40]1)=[O:34])[CH3:31]. (5) Given the reactants Br[C:2]1[CH:3]=[CH:4][C:5]([O:12][C:13]([F:16])([F:15])[F:14])=[C:6]([NH:8][C:9](=[O:11])[CH3:10])[CH:7]=1.[Li]N([Si](C)(C)C)[Si](C)(C)C.[CH3:27][N:28]1[CH2:33][CH2:32][NH:31][CH2:30][CH2:29]1, predict the reaction product. The product is: [F:14][C:13]([F:16])([F:15])[O:12][C:5]1[CH:4]=[CH:3][C:2]([N:31]2[CH2:32][CH2:33][N:28]([CH3:27])[CH2:29][CH2:30]2)=[CH:7][C:6]=1[NH:8][C:9](=[O:11])[CH3:10]. (6) Given the reactants [C:12]([O:11][C:9](O[C:9]([O:11][C:12]([CH3:15])([CH3:14])[CH3:13])=[O:10])=[O:10])([CH3:15])([CH3:14])[CH3:13].[I:16][C:17]1[CH:18]=[CH:19][C:20]2[CH2:21][CH:22]3[CH2:29][NH:28][CH2:27][CH2:26][N:23]3[C:24]=2[CH:25]=1, predict the reaction product. The product is: [C:12]([O:11][C:9]([N:28]1[CH2:27][CH2:26][N:23]2[C:24]3[CH:25]=[C:17]([I:16])[CH:18]=[CH:19][C:20]=3[CH2:21][CH:22]2[CH2:29]1)=[O:10])([CH3:13])([CH3:14])[CH3:15].